This data is from Catalyst prediction with 721,799 reactions and 888 catalyst types from USPTO. The task is: Predict which catalyst facilitates the given reaction. (1) Reactant: F[P-](F)(F)(F)(F)F.N1(O[P+](N2CCCC2)(N2CCCC2)N2CCCC2)C2C=CC=CC=2N=N1.[Br:34][C:35]1[N:40]=[C:39]([C:41](=[O:44])[NH:42][CH3:43])[C:38]([NH:45][C:46]2[C:51]([C:52]([F:55])([F:54])[F:53])=[CH:50][N:49]=[C:48]([NH:56][C:57]3[CH:67]=[CH:66][C:60]([CH2:61][CH2:62][PH:63](=[O:65])[OH:64])=[CH:59][C:58]=3[O:68][CH3:69])[N:47]=2)=[CH:37][CH:36]=1.[CH3:70][C:71]1([CH3:87])[C:75]([CH3:77])([CH3:76])[O:74][B:73]([C:78]2[CH:79]=[N:80][N:81]([CH2:83][CH2:84][CH2:85]O)[CH:82]=2)[O:72]1.CN1C=CN=C1. Product: [Br:34][C:35]1[N:40]=[C:39]([C:41](=[O:44])[NH:42][CH3:43])[C:38]([NH:45][C:46]2[C:51]([C:52]([F:55])([F:53])[F:54])=[CH:50][N:49]=[C:48]([NH:56][C:57]3[CH:67]=[CH:66][C:60]([CH2:61][CH2:62][PH:63](=[O:64])[O:65][CH2:85][CH2:84][CH2:83][N:81]4[CH:82]=[C:78]([B:73]5[O:74][C:75]([CH3:77])([CH3:76])[C:71]([CH3:70])([CH3:87])[O:72]5)[CH:79]=[N:80]4)=[CH:59][C:58]=3[O:68][CH3:69])[N:47]=2)=[CH:37][CH:36]=1. The catalyst class is: 26. (2) Reactant: [C:1]([CH:4]([C:7]1[C:12]([F:13])=[CH:11]C(OC)=C[C:8]=1[F:16])[C:5]#[N:6])(=O)[CH3:2].[C:17]([OH:20])(=O)[CH3:18].[CH3:21][NH:22][NH2:23].O.[CH2:25](O)C. The catalyst class is: 5. Product: [F:16][C:8]1[CH:18]=[C:17]([O:20][CH3:25])[CH:11]=[C:12]([F:13])[C:7]=1[C:4]1[C:1]([CH3:2])=[N:23][N:22]([CH3:21])[C:5]=1[NH2:6]. (3) Reactant: C(O)(=O)C.C1COCC1.[CH3:10][NH:11][C:12]1[CH:13]=[C:14]2[C:18](=[CH:19][C:20]=1[N+:21]([O-])=O)[C:17]([F:25])([F:24])[O:16][C:15]2([F:27])[F:26]. Product: [CH3:10][NH:11][C:12]1[CH:13]=[C:14]2[C:18](=[CH:19][C:20]=1[NH2:21])[C:17]([F:24])([F:25])[O:16][C:15]2([F:27])[F:26]. The catalyst class is: 150. (4) Reactant: [Cl:1][C:2]1[CH:3]=[CH:4][C:5]([O:25][CH3:26])=[C:6]([C:8]2[NH:12][N:11]=[CH:10][C:9]=2[NH:13][C:14]([C:16]2C=NN3C=C[CH:22]=[N:21][C:20]=23)=[O:15])[CH:7]=1.C(=O)([O-])[O-].[Cs+].[Cs+].Cl[CH2:34][C@@H:35]1[CH2:37][O:36]1.[NH:38]1[CH2:41][CH2:40][CH2:39]1. Product: [N:38]1([CH2:34][C@H:35]([OH:36])[CH2:37][N:11]2[CH:10]=[C:9]([NH:13][C:14]([C:16]3[C:20]4[N:21]=[CH:22][N:13]=[CH:9][C:10]=4[NH:11][N:12]=3)=[O:15])[C:8]([C:6]3[CH:7]=[C:2]([Cl:1])[CH:3]=[CH:4][C:5]=3[O:25][CH3:26])=[N:12]2)[CH2:41][CH2:40][CH2:39]1. The catalyst class is: 9. (5) Product: [Cl:27][CH2:28][C:29]([N:16]1[CH2:17][C@@H:13]([F:12])[CH2:14][C@H:15]1[C:18]#[N:19])=[O:30]. Reactant: CC1C=CC(S(O)(=O)=O)=CC=1.[F:12][C@@H:13]1[CH2:17][NH:16][C@H:15]([C:18]#[N:19])[CH2:14]1.C(N(CC)CC)C.[Cl:27][CH2:28][C:29](Cl)=[O:30]. The catalyst class is: 46. (6) Reactant: C([O:3][C:4]([CH:6]1[C:15]([CH2:16][NH:17][C@H:18]([C:26]([O:28][CH3:29])=[O:27])[CH2:19][CH:20]2[CH2:25][CH2:24][CH2:23][CH2:22][CH2:21]2)=[CH:14][C:13]2[C:8](=[CH:9][CH:10]=[CH:11][C:12]=2[O:30][CH3:31])[O:7]1)=O)C. Product: [CH3:29][O:28][C:26](=[O:27])[C@@H:18]([N:17]1[CH2:16][C:15]2=[CH:14][C:13]3[C:12]([O:30][CH3:31])=[CH:11][CH:10]=[CH:9][C:8]=3[O:7][CH:6]2[C:4]1=[O:3])[CH2:19][CH:20]1[CH2:21][CH2:22][CH2:23][CH2:24][CH2:25]1. The catalyst class is: 10. (7) Reactant: [OH-].[Na+].C[O:4][C:5](=[O:37])[CH2:6][NH:7][C:8]([C:10]1[N:11]([C:27]2[CH:32]=[CH:31][C:30]([O:33][CH:34]([CH3:36])[CH3:35])=[CH:29][CH:28]=2)[C:12]2[C:17]([CH:18]=1)=[CH:16][C:15]([O:19][C:20]1[CH:25]=[CH:24][CH:23]=[C:22]([Cl:26])[CH:21]=1)=[CH:14][CH:13]=2)=[O:9].Cl. Product: [Cl:26][C:22]1[CH:21]=[C:20]([CH:25]=[CH:24][CH:23]=1)[O:19][C:15]1[CH:16]=[C:17]2[C:12](=[CH:13][CH:14]=1)[N:11]([C:27]1[CH:28]=[CH:29][C:30]([O:33][CH:34]([CH3:36])[CH3:35])=[CH:31][CH:32]=1)[C:10]([C:8]([NH:7][CH2:6][C:5]([OH:37])=[O:4])=[O:9])=[CH:18]2. The catalyst class is: 315.